From a dataset of Full USPTO retrosynthesis dataset with 1.9M reactions from patents (1976-2016). Predict the reactants needed to synthesize the given product. (1) Given the product [CH3:29][O:28][C:25]1[CH:26]=[CH:27][C:22]([CH2:21][O:20][C:17]2[CH:18]=[CH:19][C:14]([CH2:13][S:12][C:9]3[CH:10]=[CH:11][C:6]([O:5][CH2:4][C:3]([OH:31])=[O:2])=[C:7]([CH3:30])[CH:8]=3)=[CH:15][CH:16]=2)=[CH:23][CH:24]=1, predict the reactants needed to synthesize it. The reactants are: C[O:2][C:3](=[O:31])[CH2:4][O:5][C:6]1[CH:11]=[CH:10][C:9]([S:12][CH2:13][C:14]2[CH:19]=[CH:18][C:17]([O:20][CH2:21][C:22]3[CH:27]=[CH:26][C:25]([O:28][CH3:29])=[CH:24][CH:23]=3)=[CH:16][CH:15]=2)=[CH:8][C:7]=1[CH3:30].C(O)(C(F)(F)F)=O.[K+].[Br-]. (2) The reactants are: [NH2:1][C:2]1[CH:7]=[C:6]([Cl:8])[C:5]([C:9]([F:12])([F:11])[F:10])=[CH:4][C:3]=1[OH:13].CCN=C=NCCCN(C)C.[C:25](O)(=[O:32])[C:26]1[CH:31]=[CH:30][N:29]=[CH:28][CH:27]=1.N1C=CC=CC=1. Given the product [Cl:8][C:6]1[C:5]([C:9]([F:12])([F:10])[F:11])=[CH:4][C:3]([OH:13])=[C:2]([NH:1][C:25](=[O:32])[C:26]2[CH:31]=[CH:30][N:29]=[CH:28][CH:27]=2)[CH:7]=1, predict the reactants needed to synthesize it. (3) Given the product [ClH:24].[F:1][C:2]1[CH:3]=[CH:4][C:5]([CH2:6][NH:7][C:8]([C:10]2[S:18][C:17]3[N:12]([C:13](=[O:21])[N:14]([CH2:32][C:28]4[S:29][CH:30]=[CH:26][N:27]=4)[C:15](=[O:20])[C:16]=3[CH3:19])[CH:11]=2)=[O:9])=[CH:22][CH:23]=1, predict the reactants needed to synthesize it. The reactants are: [F:1][C:2]1[CH:23]=[CH:22][C:5]([CH2:6][NH:7][C:8]([C:10]2[S:18][C:17]3[N:12]([C:13](=[O:21])[NH:14][C:15](=[O:20])[C:16]=3[CH3:19])[CH:11]=2)=[O:9])=[CH:4][CH:3]=1.[Cl:24]C[C:26]1[N:27]=[CH:28][S:29][CH:30]=1.Cl.[CH2:32](OCC)C. (4) Given the product [CH2:13]([O:12][C:8]1[CH:9]=[C:10]([CH3:11])[C:5]([C:3]2[N:16]=[C:17]([NH2:19])[S:18][CH:2]=2)=[C:6]([CH3:15])[CH:7]=1)[CH3:14], predict the reactants needed to synthesize it. The reactants are: Br[CH2:2][C:3]([C:5]1[C:10]([CH3:11])=[CH:9][C:8]([O:12][CH2:13][CH3:14])=[CH:7][C:6]=1[CH3:15])=O.[NH2:16][C:17]([NH2:19])=[S:18].